Dataset: Peptide-MHC class I binding affinity with 185,985 pairs from IEDB/IMGT. Task: Regression. Given a peptide amino acid sequence and an MHC pseudo amino acid sequence, predict their binding affinity value. This is MHC class I binding data. (1) The peptide sequence is IVIIVLIVI. The MHC is HLA-A24:02 with pseudo-sequence HLA-A24:02. The binding affinity (normalized) is 0. (2) The peptide sequence is ALAPVPIPF. The MHC is Mamu-B1001 with pseudo-sequence Mamu-B1001. The binding affinity (normalized) is 0.0217. (3) The peptide sequence is VLLGRLNKC. The MHC is HLA-B44:02 with pseudo-sequence HLA-B44:02. The binding affinity (normalized) is 0.0847. (4) The peptide sequence is LISFFGLFDI. The MHC is HLA-A02:02 with pseudo-sequence HLA-A02:02. The binding affinity (normalized) is 0.600. (5) The peptide sequence is VVMAYVGIKL. The MHC is HLA-A02:01 with pseudo-sequence HLA-A02:01. The binding affinity (normalized) is 0.502. (6) The peptide sequence is TIRYQATGF. The MHC is HLA-B08:01 with pseudo-sequence HLA-B08:01. The binding affinity (normalized) is 0.